From a dataset of NCI-60 drug combinations with 297,098 pairs across 59 cell lines. Regression. Given two drug SMILES strings and cell line genomic features, predict the synergy score measuring deviation from expected non-interaction effect. (1) Drug 1: CCC1=CC2CC(C3=C(CN(C2)C1)C4=CC=CC=C4N3)(C5=C(C=C6C(=C5)C78CCN9C7C(C=CC9)(C(C(C8N6C)(C(=O)OC)O)OC(=O)C)CC)OC)C(=O)OC.C(C(C(=O)O)O)(C(=O)O)O. Drug 2: C1=CN(C(=O)N=C1N)C2C(C(C(O2)CO)O)O.Cl. Cell line: SK-MEL-2. Synergy scores: CSS=50.6, Synergy_ZIP=-1.92, Synergy_Bliss=-1.58, Synergy_Loewe=-2.50, Synergy_HSA=1.80. (2) Drug 1: CCN(CC)CCNC(=O)C1=C(NC(=C1C)C=C2C3=C(C=CC(=C3)F)NC2=O)C. Drug 2: C1CN(CCN1C(=O)CCBr)C(=O)CCBr. Cell line: OVCAR3. Synergy scores: CSS=2.28, Synergy_ZIP=-0.747, Synergy_Bliss=1.67, Synergy_Loewe=-3.96, Synergy_HSA=-2.64. (3) Drug 1: CC1=C2C(C(=O)C3(C(CC4C(C3C(C(C2(C)C)(CC1OC(=O)C(C(C5=CC=CC=C5)NC(=O)OC(C)(C)C)O)O)OC(=O)C6=CC=CC=C6)(CO4)OC(=O)C)OC)C)OC. Drug 2: C(=O)(N)NO. Cell line: DU-145. Synergy scores: CSS=39.8, Synergy_ZIP=-0.448, Synergy_Bliss=-2.15, Synergy_Loewe=-24.0, Synergy_HSA=-2.08. (4) Drug 1: CNC(=O)C1=CC=CC=C1SC2=CC3=C(C=C2)C(=NN3)C=CC4=CC=CC=N4. Drug 2: CC1=C(C(=CC=C1)Cl)NC(=O)C2=CN=C(S2)NC3=CC(=NC(=N3)C)N4CCN(CC4)CCO. Cell line: TK-10. Synergy scores: CSS=50.4, Synergy_ZIP=13.3, Synergy_Bliss=13.8, Synergy_Loewe=-22.9, Synergy_HSA=13.9. (5) Drug 1: C1=CC=C(C=C1)NC(=O)CCCCCCC(=O)NO. Cell line: PC-3. Synergy scores: CSS=16.0, Synergy_ZIP=-0.811, Synergy_Bliss=0.247, Synergy_Loewe=-16.7, Synergy_HSA=-4.03. Drug 2: C1CN(P(=O)(OC1)NCCCl)CCCl.